Dataset: Forward reaction prediction with 1.9M reactions from USPTO patents (1976-2016). Task: Predict the product of the given reaction. (1) The product is: [CH2:2]([S:34]([C:15]1[CH:19]=[CH:18][S:17][C:16]=1[C:20]1[O:21][C:22]2[CH:28]=[CH:27][C:26]([S:29][C:30]([F:32])([F:33])[F:31])=[CH:25][C:23]=2[N:24]=1)(=[O:38])=[O:36])[CH3:11]. Given the reactants Cl[C:2]1C=C(C=C[CH:11]=1)C(OO)=O.C(S[C:15]1[CH:19]=[CH:18][S:17][C:16]=1[C:20]1[O:21][C:22]2[CH:28]=[CH:27][C:26]([S:29][C:30]([F:33])([F:32])[F:31])=[CH:25][C:23]=2[N:24]=1)C.[S:34]([O-:38])([O-])(=[O:36])=S.[Na+].[Na+], predict the reaction product. (2) The product is: [CH2:1]([O:8][C:9]1[C:10]([C:25]2[CH:26]=[CH:27][C:28]3[O:33][CH2:32][CH2:31][CH2:30][C:29]=3[CH:34]=2)=[C:11]([CH:19]([OH:24])[C:20]([O:22][CH3:23])=[O:21])[C:12]([C:15]([F:17])([F:18])[F:16])=[CH:13][CH:14]=1)[C:2]1[CH:7]=[CH:6][CH:5]=[CH:4][CH:3]=1. Given the reactants [CH2:1]([O:8][C:9]1[C:10]([C:25]2[CH:26]=[CH:27][C:28]3[O:33][CH2:32][CH2:31][CH2:30][C:29]=3[CH:34]=2)=[C:11]([C:19](=[O:24])[C:20]([O:22][CH3:23])=[O:21])[C:12]([C:15]([F:18])([F:17])[F:16])=[CH:13][CH:14]=1)[C:2]1[CH:7]=[CH:6][CH:5]=[CH:4][CH:3]=1.[BH4-].[Na+].C(O)(=O)C, predict the reaction product. (3) Given the reactants [Cl:1][C:2]1[CH:10]=[C:9]2[C:5]([CH2:6][C:7](=[O:11])[NH:8]2)=[CH:4][C:3]=1[F:12].[Cl:13][C:14]1[CH:15]=[C:16]([CH:19]=[CH:20][CH:21]=1)[CH:17]=O.N1CCCC1, predict the reaction product. The product is: [Cl:1][C:2]1[CH:10]=[C:9]2[C:5](/[C:6](=[CH:17]/[C:16]3[CH:19]=[CH:20][CH:21]=[C:14]([Cl:13])[CH:15]=3)/[C:7](=[O:11])[NH:8]2)=[CH:4][C:3]=1[F:12]. (4) Given the reactants [ClH:1].Cl.[NH2:3][C@@H:4]1[CH2:6][C@H:5]1[C:7]1[S:11][CH:10]=[C:9]([C:12]([NH:14][CH:15]2[CH2:20][CH2:19][O:18][CH2:17][CH2:16]2)=[O:13])[CH:8]=1.C(N(CC)CC)C.[CH:28]1([CH:31]=O)[CH2:30][CH2:29]1.[BH4-].[Na+], predict the reaction product. The product is: [ClH:1].[CH:28]1([CH2:31][NH:3][C@@H:4]2[CH2:6][C@H:5]2[C:7]2[S:11][CH:10]=[C:9]([C:12]([NH:14][CH:15]3[CH2:16][CH2:17][O:18][CH2:19][CH2:20]3)=[O:13])[CH:8]=2)[CH2:30][CH2:29]1. (5) Given the reactants [CH3:1][C:2]1[N:3]=[C:4]([C:7]2[C:8]3[CH2:15][CH2:14][CH2:13][C:9]=3[S:10][C:11]=2[NH2:12])[S:5][CH:6]=1.[C:16]12[C:25](=[O:26])[O:24][C:22](=[O:23])[C:17]=1[CH2:18][CH2:19][CH2:20][CH2:21]2, predict the reaction product. The product is: [CH3:1][C:2]1[N:3]=[C:4]([C:7]2[C:8]3[CH2:15][CH2:14][CH2:13][C:9]=3[S:10][C:11]=2[NH:12][C:25]([C:16]2[CH2:21][CH2:20][CH2:19][CH2:18][C:17]=2[C:22]([OH:24])=[O:23])=[O:26])[S:5][CH:6]=1.